From a dataset of Reaction yield outcomes from USPTO patents with 853,638 reactions. Predict the reaction yield, written as a fraction of the theoretical maximum amount of product (1.0 means a 100% yield; for example, 0.34 means a 34% yield). (1) The reactants are CC(C)([O-])C.[K+].[C:7]([C:10]1[C:15]([NH:16][C:17]([C:19]2[S:20][CH:21]=[C:22]([CH:24]=[CH2:25])[N:23]=2)=O)=[C:14]([Cl:26])[C:13]([O:27][CH3:28])=[CH:12][CH:11]=1)(=[O:9])[CH3:8]. The catalyst is C(O)(C)(C)C.C(OCC)C. The product is [Cl:26][C:14]1[C:13]([O:27][CH3:28])=[CH:12][CH:11]=[C:10]2[C:15]=1[N:16]=[C:17]([C:19]1[S:20][CH:21]=[C:22]([CH:24]=[CH2:25])[N:23]=1)[CH:8]=[C:7]2[OH:9]. The yield is 0.730. (2) The reactants are [CH3:1][O:2][C:3]1[CH:4]=[C:5]2[C:9](=[C:10]([O:14][CH3:15])[C:11]=1[O:12][CH3:13])[C:8](=[O:16])[CH2:7][CH2:6]2.O=[CH:18][C:19]1[CH:27]=[CH:26][C:23]([O:24][CH3:25])=[C:21]([OH:22])[CH:20]=1.C1(C)C=CC(S(O)(=O)=O)=CC=1. The catalyst is C1C=CC=CC=1. The product is [OH:22][C:21]1[CH:20]=[C:19]([CH:27]=[CH:26][C:23]=1[O:24][CH3:25])/[CH:18]=[C:7]1/[C:8](=[O:16])[C:9]2[C:5]([CH2:6]/1)=[CH:4][C:3]([O:2][CH3:1])=[C:11]([O:12][CH3:13])[C:10]=2[O:14][CH3:15]. The yield is 0.540.